This data is from Reaction yield outcomes from USPTO patents with 853,638 reactions. The task is: Predict the reaction yield, written as a fraction of the theoretical maximum amount of product (1.0 means a 100% yield; for example, 0.34 means a 34% yield). (1) The product is [CH:3]1([C:6]2[N:7]=[C:14]([OH:15])[C:13]([F:19])=[C:12]([OH:11])[N:8]=2)[CH2:5][CH2:4]1. The catalyst is CO.O. The reactants are [Na].Cl.[CH:3]1([C:6](=[NH:8])[NH2:7])[CH2:5][CH2:4]1.C([O:11][C:12](=O)[CH:13]([F:19])[C:14](OCC)=[O:15])C.Cl. The yield is 0.760. (2) The reactants are [Br:1][C:2]1[CH:20]=[CH:19][C:5]2[C:6]3[N:7]([CH:11]=[C:12]([C:14]4[NH:15][CH:16]=[CH:17][N:18]=4)[N:13]=3)[CH2:8][CH2:9][O:10][C:4]=2[CH:3]=1.Cl[CH2:22][CH2:23][N:24]1[CH2:29][CH2:28][O:27][CH2:26][CH2:25]1. No catalyst specified. The product is [Br:1][C:2]1[CH:20]=[CH:19][C:5]2[C:6]3[N:7]([CH:11]=[C:12]([C:14]4[N:18]([CH2:22][CH2:23][N:24]5[CH2:29][CH2:28][O:27][CH2:26][CH2:25]5)[CH:17]=[CH:16][N:15]=4)[N:13]=3)[CH2:8][CH2:9][O:10][C:4]=2[CH:3]=1. The yield is 0.510.